From a dataset of Reaction yield outcomes from USPTO patents with 853,638 reactions. Predict the reaction yield, written as a fraction of the theoretical maximum amount of product (1.0 means a 100% yield; for example, 0.34 means a 34% yield). (1) The reactants are [C:1]1([S:7]([N:10]2[C:18]3[C:13](=[CH:14][C:15]([F:19])=[CH:16][CH:17]=3)[CH:12]=[CH:11]2)(=[O:9])=[O:8])[CH:6]=[CH:5][CH:4]=[CH:3][CH:2]=1.[Li]C(C)(C)C.[C:25]([O:29][C:30]([N:32]1[CH2:37][CH2:36][C:35]([CH:41]=[O:42])([CH2:38][CH2:39][CH3:40])[CH2:34][CH2:33]1)=[O:31])([CH3:28])([CH3:27])[CH3:26]. The catalyst is C1COCC1. The product is [C:25]([O:29][C:30]([N:32]1[CH2:37][CH2:36][C:35]([CH:41]([C:11]2[N:10]([S:7]([C:1]3[CH:2]=[CH:3][CH:4]=[CH:5][CH:6]=3)(=[O:9])=[O:8])[C:18]3[C:13]([CH:12]=2)=[CH:14][C:15]([F:19])=[CH:16][CH:17]=3)[OH:42])([CH2:38][CH2:39][CH3:40])[CH2:34][CH2:33]1)=[O:31])([CH3:27])([CH3:28])[CH3:26]. The yield is 0.530. (2) The reactants are Br[C:2]1[C:7](=[O:8])[N:6]([CH2:9][C:10]2[CH:15]=[CH:14][C:13]([C:16]3[C:17]([C:22]#[N:23])=[CH:18][CH:19]=[CH:20][CH:21]=3)=[CH:12][CH:11]=2)[C:5]([CH2:24][CH2:25][CH3:26])=[N:4][C:3]=1[CH2:27][CH3:28].[F:29][C:30]1[CH:31]=[C:32](B(O)O)[CH:33]=[CH:34][C:35]=1[O:36][CH:37]([CH3:39])[CH3:38].C(=O)([O-])[O-].[Cs+].[Cs+]. The catalyst is O1CCOCC1.C(OCC)(=O)C.C1C=CC(P(C2C=CC=CC=2)[C-]2C=CC=C2)=CC=1.C1C=CC(P(C2C=CC=CC=2)[C-]2C=CC=C2)=CC=1.Cl[Pd]Cl.[Fe+2]. The product is [CH2:27]([C:3]1[N:4]=[C:5]([CH2:24][CH2:25][CH3:26])[N:6]([CH2:9][C:10]2[CH:11]=[CH:12][C:13]([C:16]3[C:17]([C:22]#[N:23])=[CH:18][CH:19]=[CH:20][CH:21]=3)=[CH:14][CH:15]=2)[C:7](=[O:8])[C:2]=1[C:32]1[CH:33]=[CH:34][C:35]([O:36][CH:37]([CH3:38])[CH3:39])=[C:30]([F:29])[CH:31]=1)[CH3:28]. The yield is 0.910.